The task is: Predict which catalyst facilitates the given reaction.. This data is from Catalyst prediction with 721,799 reactions and 888 catalyst types from USPTO. (1) Reactant: [Cl:1][C:2]1[CH:7]=[CH:6][C:5]([C:8](=[O:10])[CH3:9])=[CH:4][C:3]=1[S:11]([CH3:14])(=[O:13])=[O:12].[BH4-].[Na+]. Product: [Cl:1][C:2]1[CH:7]=[CH:6][C:5]([CH:8]([OH:10])[CH3:9])=[CH:4][C:3]=1[S:11]([CH3:14])(=[O:12])=[O:13]. The catalyst class is: 7. (2) Product: [C:1]([C:5]1[CH:9]=[C:8]([NH:10][C:11]([C@@H:13]2[CH2:16][CH2:15][N:14]2[CH:21]2[CH2:22][CH2:23][O:18][CH2:19][CH2:20]2)=[O:12])[O:7][N:6]=1)([CH3:4])([CH3:2])[CH3:3]. The catalyst class is: 3. Reactant: [C:1]([C:5]1[CH:9]=[C:8]([NH:10][C:11]([C@@H:13]2[CH2:16][CH2:15][NH:14]2)=[O:12])[O:7][N:6]=1)([CH3:4])([CH3:3])[CH3:2].Cl.[O:18]1[CH2:23][CH2:22][C:21](=O)[CH2:20][CH2:19]1.C(O)(=O)C.C([BH3-])#N.[Na+]. (3) Reactant: [CH2:1]([NH:3][C:4]1[C:9]([C:10](OCC)=[O:11])=[CH:8][N:7]=[C:6]([S:15][CH3:16])[N:5]=1)[CH3:2].[H-].[H-].[H-].[H-].[Li+].[Al+3]. Product: [CH2:1]([NH:3][C:4]1[C:9]([CH2:10][OH:11])=[CH:8][N:7]=[C:6]([S:15][CH3:16])[N:5]=1)[CH3:2]. The catalyst class is: 1. (4) Reactant: [Cl:1][C:2]1[CH:7]=[C:6]([C:8]2[S:23][C:11]3[N:12]=[CH:13][N:14]=[C:15]([C:16]4[CH:17]=[C:18]([NH2:22])[CH:19]=[CH:20][CH:21]=4)[C:10]=3[CH:9]=2)[CH:5]=[CH:4][N:3]=1.N1C=CC=CC=1.[F:30][C:31]([F:42])([F:41])[C:32]1[CH:33]=[C:34]([CH:38]=[CH:39][CH:40]=1)[C:35](Cl)=[O:36]. Product: [Cl:1][C:2]1[CH:7]=[C:6]([C:8]2[S:23][C:11]3[N:12]=[CH:13][N:14]=[C:15]([C:16]4[CH:17]=[C:18]([NH:22][C:35](=[O:36])[C:34]5[CH:38]=[CH:39][CH:40]=[C:32]([C:31]([F:30])([F:41])[F:42])[CH:33]=5)[CH:19]=[CH:20][CH:21]=4)[C:10]=3[CH:9]=2)[CH:5]=[CH:4][N:3]=1. The catalyst class is: 34. (5) Reactant: FC(F)(F)S(O[C:7]1[C:16]2[C:11](=[CH:12][CH:13]=[CH:14][CH:15]=2)[CH:10]=[CH:9][CH:8]=1)(=O)=O.[F-:19].[Cs+]. Product: [F:19][C:7]1[C:16]2[C:11](=[CH:12][CH:13]=[CH:14][CH:15]=2)[CH:10]=[CH:9][CH:8]=1. The catalyst class is: 11. (6) Reactant: [Cl:1][CH2:2][C:3]1[CH:8]=[CH:7][N:6]=[C:5]([NH2:9])[CH:4]=1.[CH2:10]([N:12]=[C:13]=[O:14])[CH3:11]. Product: [Cl:1][CH2:2][C:3]1[CH:8]=[CH:7][N:6]=[C:5]([NH:9][C:13]([NH:12][CH2:10][CH3:11])=[O:14])[CH:4]=1. The catalyst class is: 31. (7) Reactant: [Br:1][C:2]1[CH:7]=[CH:6][C:5]([CH3:8])=[CH:4][C:3]=1[F:9].N(C(C)(C)C#N)=NC(C)(C)C#N.[Br:22]N1C(=O)CCC1=O. Product: [Br:1][C:2]1[CH:7]=[CH:6][C:5]([CH2:8][Br:22])=[CH:4][C:3]=1[F:9]. The catalyst class is: 53.